From a dataset of Forward reaction prediction with 1.9M reactions from USPTO patents (1976-2016). Predict the product of the given reaction. (1) Given the reactants [Br:1][C:2]1[N:7]=[C:6]([CH2:8][OH:9])[CH:5]=[CH:4][CH:3]=1.[OH:10][C:11]1[C:16]([CH2:17][CH2:18][CH3:19])=[C:15](O)[CH:14]=[CH:13][C:12]=1[C:21](=[O:23])[CH3:22].C(P(CCCC)CCCC)CCC.N(C(N1CCCCC1)=O)=NC(N1CCCCC1)=O, predict the reaction product. The product is: [Br:1][C:2]1[N:7]=[C:6]([CH2:8][O:9][C:15]2[CH:14]=[CH:13][C:12]([C:21](=[O:23])[CH3:22])=[C:11]([OH:10])[C:16]=2[CH2:17][CH2:18][CH3:19])[CH:5]=[CH:4][CH:3]=1. (2) Given the reactants C1(P(C2C=CC=CC=2)C2C=CC=CC=2)C=CC=CC=1.N(C(OCC)=O)=NC(OCC)=O.[C:32]([O:36][CH2:37][CH3:38])(=[O:35])[CH2:33][OH:34].[CH3:39][C:40]([CH3:47])([CH3:46])[C:41](=O)[CH2:42][C:43]#[N:44], predict the reaction product. The product is: [CH3:39][C:40]([CH3:47])([CH3:46])/[C:41](/[O:34][CH2:33][C:32]([O:36][CH2:37][CH3:38])=[O:35])=[CH:42]/[C:43]#[N:44]. (3) Given the reactants [Br:1][C:2]1[CH:3]=[C:4]2[C:9](=[CH:10][C:11]=1[Cl:12])[C:8](=[O:13])[NH:7][CH:6]=[CH:5]2.BrC1C=C2C(=CC=1)C(=O)N([CH2:26][C:27]1[CH:32]=[CH:31][C:30]([O:33][CH3:34])=[CH:29][CH:28]=1)C=C2, predict the reaction product. The product is: [Br:1][C:2]1[CH:3]=[C:4]2[C:9](=[CH:10][C:11]=1[Cl:12])[C:8](=[O:13])[N:7]([CH2:26][C:27]1[CH:32]=[CH:31][C:30]([O:33][CH3:34])=[CH:29][CH:28]=1)[CH:6]=[CH:5]2.